This data is from Full USPTO retrosynthesis dataset with 1.9M reactions from patents (1976-2016). The task is: Predict the reactants needed to synthesize the given product. Given the product [C:12]1(=[O:13])[O:14][C:9](=[O:15])[CH:10]=[CH:11]1.[CH2:1]=[CH:2][C:3]1[CH:8]=[CH:7][CH:6]=[CH:5][CH:4]=1, predict the reactants needed to synthesize it. The reactants are: [CH2:1]=[CH:2][C:3]1[CH:8]=[CH:7][CH:6]=[CH:5][CH:4]=1.[C:9]1(=[O:15])[O:14][C:12](=[O:13])[CH:11]=[CH:10]1.